From a dataset of Catalyst prediction with 721,799 reactions and 888 catalyst types from USPTO. Predict which catalyst facilitates the given reaction. (1) Reactant: Cl[C:2]1[C:11]2[C:6](=[CH:7][C:8]([O:14][CH2:15][CH2:16][CH2:17][N:18]3[CH2:23][CH2:22][S:21](=[O:25])(=[O:24])[CH2:20][CH2:19]3)=[C:9]([C:12]#[N:13])[CH:10]=2)[N:5]=[CH:4][CH:3]=1.[OH:26][C:27]1[CH:28]=[C:29]2[C:33](=[CH:34][CH:35]=1)[NH:32][C:31]([CH3:36])=[CH:30]2.C(=O)([O-])[O-].[Cs+].[Cs+].O. Product: [C:12]([C:9]1[CH:10]=[C:11]2[C:6](=[CH:7][C:8]=1[O:14][CH2:15][CH2:16][CH2:17][N:18]1[CH2:23][CH2:22][S:21](=[O:25])(=[O:24])[CH2:20][CH2:19]1)[N:5]=[CH:4][CH:3]=[C:2]2[O:26][C:27]1[CH:28]=[C:29]2[C:33](=[CH:34][CH:35]=1)[NH:32][C:31]([CH3:36])=[CH:30]2)#[N:13]. The catalyst class is: 3. (2) Reactant: [Cl:1][C:2]1[N:28]=[CH:27][C:5]2[C:6]3[N:10]([CH2:11][CH2:12][O:13][C:4]=2[CH:3]=1)[CH:9]=[C:8]([C:14]1[N:15]([CH2:22][C:23]([F:26])([F:25])[F:24])[N:16]=[C:17]([CH2:19][O:20]C)[N:18]=1)[N:7]=3.[OH-].[K+]. Product: [Cl:1][C:2]1[N:28]=[CH:27][C:5]2[C:6]3[N:10]([CH:9]=[C:8]([C:14]4[N:15]([CH2:22][C:23]([F:26])([F:25])[F:24])[N:16]=[C:17]([CH2:19][OH:20])[N:18]=4)[N:7]=3)[CH2:11][CH2:12][O:13][C:4]=2[CH:3]=1. The catalyst class is: 201. (3) Reactant: [H-].[Al+3].[Li+].[H-].[H-].[H-].[CH3:7][O:8][C:9]1[CH:14]=[CH:13][C:12]([CH:15]([NH:24][C:25](=O)[C@@H:26]([CH3:39])[NH:27][CH2:28][C@H:29]([OH:38])[CH2:30][O:31][C:32]2[CH:37]=[CH:36][CH:35]=[CH:34][CH:33]=2)[C:16]2[CH:21]=[CH:20][C:19]([O:22][CH3:23])=[CH:18][CH:17]=2)=[CH:11][CH:10]=1. Product: [O:31]([CH2:30][C@@H:29]([OH:38])[CH2:28][NH:27][C@H:26]([CH3:39])[CH2:25][NH:24][CH:15]([C:12]1[CH:13]=[CH:14][C:9]([O:8][CH3:7])=[CH:10][CH:11]=1)[C:16]1[CH:21]=[CH:20][C:19]([O:22][CH3:23])=[CH:18][CH:17]=1)[C:32]1[CH:33]=[CH:34][CH:35]=[CH:36][CH:37]=1. The catalyst class is: 7.